From a dataset of Tyrosyl-DNA phosphodiesterase HTS with 341,365 compounds. Binary Classification. Given a drug SMILES string, predict its activity (active/inactive) in a high-throughput screening assay against a specified biological target. The drug is Clc1ccc(NC(=O)CSCc2ccccc2)nc1. The result is 0 (inactive).